Task: Regression. Given a peptide amino acid sequence and an MHC pseudo amino acid sequence, predict their binding affinity value. This is MHC class II binding data.. Dataset: Peptide-MHC class II binding affinity with 134,281 pairs from IEDB (1) The peptide sequence is AGIMIFDPYGATISA. The MHC is DRB3_0202 with pseudo-sequence DRB3_0202. The binding affinity (normalized) is 0.376. (2) The peptide sequence is KLCPNNLCCSQWGWC. The MHC is HLA-DPA10201-DPB10101 with pseudo-sequence HLA-DPA10201-DPB10101. The binding affinity (normalized) is 0.181. (3) The peptide sequence is GTKGEAKDVIPEGWK. The MHC is HLA-DQA10104-DQB10503 with pseudo-sequence HLA-DQA10104-DQB10503. The binding affinity (normalized) is 0.115. (4) The peptide sequence is PDHFDGYKQQAVVIMDDLCQ. The MHC is HLA-DQA10301-DQB10302 with pseudo-sequence HLA-DQA10301-DQB10302. The binding affinity (normalized) is 0.302. (5) The peptide sequence is ARANESATILMTATP. The MHC is HLA-DQA10201-DQB10303 with pseudo-sequence HLA-DQA10201-DQB10303. The binding affinity (normalized) is 0.652. (6) The peptide sequence is SCWAFSGVAATESAY. The MHC is DRB3_0202 with pseudo-sequence DRB3_0202. The binding affinity (normalized) is 0.407. (7) The peptide sequence is LASSCQVAFSYFPPP. The MHC is HLA-DQA10102-DQB10602 with pseudo-sequence HLA-DQA10102-DQB10602. The binding affinity (normalized) is 0.263. (8) The binding affinity (normalized) is 0.744. The peptide sequence is NVVKSGIFLSVAAGN. The MHC is HLA-DPA10103-DPB10301 with pseudo-sequence HLA-DPA10103-DPB10301. (9) The binding affinity (normalized) is 0.272. The MHC is HLA-DQA10501-DQB10201 with pseudo-sequence HLA-DQA10501-DQB10201. The peptide sequence is NALSVLDKIYTSPLC. (10) The peptide sequence is GPSLYSIVSPFIPLL. The MHC is DRB1_1302 with pseudo-sequence DRB1_1302. The binding affinity (normalized) is 0.